Dataset: Full USPTO retrosynthesis dataset with 1.9M reactions from patents (1976-2016). Task: Predict the reactants needed to synthesize the given product. (1) Given the product [C:41]1([CH:17]2[O:22][C:21](=[O:23])[NH:20][CH2:19][CH2:18]2)[CH:42]=[CH:43][CH:44]=[CH:45][CH:46]=1, predict the reactants needed to synthesize it. The reactants are: BrC1C=CC(=O)N(CC(O)(C)C)C=1.OC(C)(C)C[C@@:17]1([C:41]2[CH:46]=[CH:45][CH:44]=[CH:43][CH:42]=2)[O:22][C:21](=[O:23])[N:20]([C@H](C2C=CC(B3OC(C)(C)C(C)(C)O3)=CC=2)C)[CH2:19][CH2:18]1.C([O-])(O)=O.[Na+]. (2) Given the product [CH2:23]([O:10][C:9](=[O:11])[C:8]1[CH:12]=[CH:13][CH:14]=[CH:15][C:7]=1[N:6]1[C:2]([CH3:1])=[N:3][N:4]=[N:5]1)[CH3:24], predict the reactants needed to synthesize it. The reactants are: [CH3:1][C:2]1[N:6]([C:7]2[CH:15]=[CH:14][CH:13]=[CH:12][C:8]=2[C:9]([OH:11])=[O:10])[N:5]=[N:4][N:3]=1.C(=O)([O-])[O-].[K+].[K+].I[CH2:23][CH3:24]. (3) Given the product [CH3:1][O:2][C:3]1[CH:4]=[C:5]([CH2:10][CH2:11][CH2:12][C:13]([OH:17])=[O:15])[CH:6]=[CH:7][C:8]=1[CH3:9], predict the reactants needed to synthesize it. The reactants are: [CH3:1][O:2][C:3]1[CH:4]=[C:5]([CH2:10][CH2:11][CH2:12][C:13]#N)[CH:6]=[CH:7][C:8]=1[CH3:9].[OH-:15].[Na+].[OH2:17]. (4) Given the product [CH2:19]([O:21][C:22]([C:24]1[O:25][C:26]2[C:32]([CH:33]([C:9]3[N:8]=[C:7]([Si:11]([C:14]([CH3:15])([CH3:17])[CH3:16])([CH3:13])[CH3:12])[N:6]([S:3](=[O:4])(=[O:5])[N:2]([CH3:18])[CH3:1])[CH:10]=3)[OH:34])=[CH:31][C:30]([CH3:35])=[CH:29][C:27]=2[CH:28]=1)=[O:23])[CH3:20], predict the reactants needed to synthesize it. The reactants are: [CH3:1][N:2]([CH3:18])[S:3]([N:6]1[CH:10]=[CH:9][N:8]=[C:7]1[Si:11]([C:14]([CH3:17])([CH3:16])[CH3:15])([CH3:13])[CH3:12])(=[O:5])=[O:4].[CH2:19]([O:21][C:22]([C:24]1[O:25][C:26]2[C:32]([CH:33]=[O:34])=[CH:31][C:30]([CH3:35])=[CH:29][C:27]=2[CH:28]=1)=[O:23])[CH3:20]. (5) Given the product [F:1][C:2]1([F:16])[CH2:10][CH2:9][C:8]2[NH:7][C:6]3[N:11]=[CH:12][N:13]=[C:14]([NH:30][C:22]4[CH:23]=[C:24]5[C:28](=[CH:29][C:21]=4[O:20][CH:17]([CH3:19])[CH3:18])[NH:27][N:26]=[CH:25]5)[C:5]=3[C:4]=2[CH2:3]1, predict the reactants needed to synthesize it. The reactants are: [F:1][C:2]1([F:16])[CH2:10][CH2:9][C:8]2[NH:7][C:6]3[N:11]=[CH:12][N:13]=[C:14](O)[C:5]=3[C:4]=2[CH2:3]1.[CH:17]([O:20][C:21]1[CH:29]=[C:28]2[C:24]([CH:25]=[N:26][NH:27]2)=[CH:23][C:22]=1[NH2:30])([CH3:19])[CH3:18]. (6) Given the product [NH2:11][C:12]([C:15]1[CH:20]=[CH:19][C:18]([C:21]2[C:22]([C:28]([O:30][CH3:31])=[O:29])=[C:23]([F:27])[CH:24]=[CH:25][CH:26]=2)=[CH:17][CH:16]=1)([CH3:14])[CH3:13], predict the reactants needed to synthesize it. The reactants are: C(OC([NH:11][C:12]([C:15]1[CH:20]=[CH:19][C:18]([C:21]2[C:22]([C:28]([O:30][CH3:31])=[O:29])=[C:23]([F:27])[CH:24]=[CH:25][CH:26]=2)=[CH:17][CH:16]=1)([CH3:14])[CH3:13])=O)C1C=CC=CC=1.[H][H]. (7) The reactants are: [F:1][C:2]([F:39])([F:38])[C:3]1[CH:4]=[C:5]([N:13]([CH3:37])[C:14]([N:16]([CH3:36])[C@H:17]2[C@H:21]([C:22]3[CH:27]=[CH:26][C:25]([F:28])=[CH:24][N:23]=3)[CH2:20][N:19](C(OC(C)(C)C)=O)[CH2:18]2)=[O:15])[CH:6]=[C:7]([C:9]([F:12])([F:11])[F:10])[CH:8]=1.[ClH:40].CC(O)C. Given the product [ClH:40].[ClH:40].[F:39][C:2]([F:1])([F:38])[C:3]1[CH:4]=[C:5]([N:13]([CH3:37])[C:14]([N:16]([C@H:17]2[C@H:21]([C:22]3[CH:27]=[CH:26][C:25]([F:28])=[CH:24][N:23]=3)[CH2:20][NH:19][CH2:18]2)[CH3:36])=[O:15])[CH:6]=[C:7]([C:9]([F:10])([F:11])[F:12])[CH:8]=1, predict the reactants needed to synthesize it. (8) Given the product [NH2:9][C:10]1[S:11][CH2:12][C@@H:13]2[CH2:18][N:17]([C:19]3[N:24]=[CH:23][C:22]([F:25])=[CH:21][N:20]=3)[CH2:16][C@:14]2([C:26]2[CH:27]=[C:28]([NH:32][C:33]([C:35]3[CH:40]=[N:39][C:38]([O:41][CH3:42])=[CH:37][N:36]=3)=[O:34])[CH:29]=[CH:30][CH:31]=2)[N:15]=1, predict the reactants needed to synthesize it. The reactants are: C([NH:9][C:10]1[S:11][CH2:12][C@@H:13]2[CH2:18][N:17]([C:19]3[N:24]=[CH:23][C:22]([F:25])=[CH:21][N:20]=3)[CH2:16][C@:14]2([C:26]2[CH:27]=[C:28]([NH:32][C:33]([C:35]3[CH:40]=[N:39][C:38]([O:41][CH3:42])=[CH:37][N:36]=3)=[O:34])[CH:29]=[CH:30][CH:31]=2)[N:15]=1)(=O)C1C=CC=CC=1.Cl.CON.N1C=CC=CC=1.CS(C)=O.